From a dataset of Full USPTO retrosynthesis dataset with 1.9M reactions from patents (1976-2016). Predict the reactants needed to synthesize the given product. (1) The reactants are: NC[C:3]1[CH:4]=[CH:5][C:6]([N:13]2[CH:17]=[CH:16][N:15]=[CH:14]2)=[C:7]([CH:12]=1)[C:8]([O:10][CH3:11])=[O:9].[F:18][C:19]1[CH:20]=[C:21]([CH:33]=[CH:34][C:35]=1[F:36])[CH2:22][NH:23][C:24](=[O:32])[C:25]1[CH:30]=[CH:29][CH:28]=[N:27][C:26]=1F.CC[N:39](CC)CC. Given the product [F:18][C:19]1[CH:20]=[C:21]([CH:33]=[CH:34][C:35]=1[F:36])[CH2:22][NH:23][C:24]([C:25]1[C:26]([NH:39][CH2:11][O:10][C:8](=[O:9])[C:7]2[CH:12]=[CH:3][CH:4]=[CH:5][C:6]=2[N:13]2[CH:17]=[CH:16][N:15]=[CH:14]2)=[N:27][CH:28]=[CH:29][CH:30]=1)=[O:32], predict the reactants needed to synthesize it. (2) Given the product [Br:14][CH2:11][C:8]1[CH:7]=[CH:6][C:3]([C:4]#[N:5])=[C:2]([Cl:1])[C:9]=1[CH3:10], predict the reactants needed to synthesize it. The reactants are: [Cl:1][C:2]1[C:9]([CH3:10])=[C:8]([CH2:11]O)[CH:7]=[CH:6][C:3]=1[C:4]#[N:5].P(Br)(Br)[Br:14]. (3) Given the product [Cl:1][C:2]1[CH:7]=[CH:6][C:5]([O:8][C:12]2[CH:17]=[CH:16][CH:15]=[CH:14][CH:13]=2)=[CH:4][C:3]=1[N+:9]([O-:11])=[O:10], predict the reactants needed to synthesize it. The reactants are: [Cl:1][C:2]1[CH:7]=[CH:6][C:5]([OH:8])=[CH:4][C:3]=1[N+:9]([O-:11])=[O:10].[C:12]1(B(O)O)[CH:17]=[CH:16][CH:15]=[CH:14][CH:13]=1.C(Cl)Cl. (4) Given the product [NH2:13][C:14]1[C:23]2[N:24]=[C:25]([CH2:32][N:5]3[C:1](=[O:11])[C:2]4[C:3](=[CH:7][CH:8]=[CH:9][CH:10]=4)[C:4]3=[O:6])[N:26]([CH2:27][C:28]([OH:30])([CH3:29])[CH3:31])[C:22]=2[C:21]2[CH:20]=[CH:19][CH:18]=[CH:17][C:16]=2[N:15]=1, predict the reactants needed to synthesize it. The reactants are: [C:1]1(=[O:11])[NH:5][C:4](=[O:6])[C:3]2=[CH:7][CH:8]=[CH:9][CH:10]=[C:2]12.[K].[NH2:13][C:14]1[C:23]2[N:24]=[C:25]([CH2:32]Cl)[N:26]([CH2:27][C:28]([CH3:31])([OH:30])[CH3:29])[C:22]=2[C:21]2[CH:20]=[CH:19][CH:18]=[CH:17][C:16]=2[N:15]=1.O. (5) The reactants are: [CH2:1]([C@H:8]([NH:32][C:33](=[O:43])[O:34][C@@H:35]1[C@H:42]2[C@H:38]([O:39][CH2:40][CH2:41]2)[O:37][CH2:36]1)[C@H:9]([OH:31])[CH2:10][N:11]([CH2:23][C:24]([CH3:30])([CH3:29])[CH2:25][CH2:26][C:27]#[N:28])[S:12]([C:15]1[CH:20]=[CH:19][CH:18]=[C:17]([NH:21][CH3:22])[CH:16]=1)(=[O:14])=[O:13])[C:2]1[CH:7]=[CH:6][CH:5]=[CH:4][CH:3]=1. Given the product [NH2:28][CH2:27][CH2:26][CH2:25][C:24]([CH3:30])([CH3:29])[CH2:23][N:11]([S:12]([C:15]1[CH:20]=[CH:19][CH:18]=[C:17]([NH:21][CH3:22])[CH:16]=1)(=[O:14])=[O:13])[CH2:10][C@@H:9]([OH:31])[C@@H:8]([NH:32][C:33](=[O:43])[O:34][C@@H:35]1[C@H:42]2[C@H:38]([O:39][CH2:40][CH2:41]2)[O:37][CH2:36]1)[CH2:1][C:2]1[CH:7]=[CH:6][CH:5]=[CH:4][CH:3]=1, predict the reactants needed to synthesize it. (6) Given the product [CH3:25][S:26]([O:1][C@H:2]1[CH2:6][CH2:5][N:4]([CH2:7][CH2:8][CH2:9][C:10]2[CH:11]=[CH:12][C:13]([O:16][CH3:17])=[CH:14][CH:15]=2)[CH2:3]1)(=[O:28])=[O:27], predict the reactants needed to synthesize it. The reactants are: [OH:1][C@H:2]1[CH2:6][CH2:5][N:4]([CH2:7][CH2:8][CH2:9][C:10]2[CH:15]=[CH:14][C:13]([O:16][CH3:17])=[CH:12][CH:11]=2)[CH2:3]1.C(N(CC)CC)C.[CH3:25][S:26](Cl)(=[O:28])=[O:27]. (7) The reactants are: [Cl:1][C:2]1[CH:7]=[CH:6][N:5]=[C:4]([NH:8]C(=O)OC(C)(C)C)[C:3]=1[I:16].C1(OC)C=CC=CC=1.C(O)(C(F)(F)F)=O. Given the product [Cl:1][C:2]1[CH:7]=[CH:6][N:5]=[C:4]([NH2:8])[C:3]=1[I:16], predict the reactants needed to synthesize it.